From a dataset of Reaction yield outcomes from USPTO patents with 853,638 reactions. Predict the reaction yield, written as a fraction of the theoretical maximum amount of product (1.0 means a 100% yield; for example, 0.34 means a 34% yield). (1) No catalyst specified. The yield is 0.0700. The product is [NH2:1][C:2]1[CH:3]=[C:4]2[C:5]([C:14]([C:15]3[CH:20]=[C:19]([O:21][CH3:22])[C:18]([O:23][CH3:24])=[C:17]([Br:25])[CH:16]=3)=[C:13]([C:26]#[N:27])[C:12](=[O:11])[O:8]2)=[CH:6][CH:7]=1. The reactants are [NH2:1][C:2]1[CH:3]=[C:4]([OH:8])[CH:5]=[CH:6][CH:7]=1.C([O:11][C:12](=O)[C:13]([C:26]#[N:27])=[CH:14][C:15]1[CH:20]=[C:19]([O:21][CH3:22])[C:18]([O:23][CH3:24])=[C:17]([Br:25])[CH:16]=1)C. (2) The reactants are [CH2:1]([C:4]1[CH:9]=[CH:8][C:7]([Br:10])=[CH:6][CH:5]=1)[CH:2]=[CH2:3].[OH-].[Na+].OO.CC[O:17]CC. The catalyst is C1COCC1. The product is [Br:10][C:7]1[CH:8]=[CH:9][C:4]([CH2:1][CH2:2][CH2:3][OH:17])=[CH:5][CH:6]=1. The yield is 0.440. (3) The reactants are Br[C:2]1[CH:3]=[C:4]2[C:8](=[C:9]([C:11]([NH2:13])=[O:12])[CH:10]=1)[NH:7][N:6]=[C:5]2[CH:14]1[CH2:19][CH2:18][N:17]([S:20]([CH2:23][CH2:24][CH2:25][N:26]2[CH2:30][CH2:29][CH2:28][CH2:27]2)(=[O:22])=[O:21])[CH2:16][CH2:15]1.[OH:31][CH2:32][C:33]1[CH:38]=[CH:37][C:36](B(O)O)=[CH:35][CH:34]=1.C(=O)([O-])[O-].[Cs+].[Cs+]. The catalyst is O1CCOCC1.O.C1C=CC([P]([Pd]([P](C2C=CC=CC=2)(C2C=CC=CC=2)C2C=CC=CC=2)([P](C2C=CC=CC=2)(C2C=CC=CC=2)C2C=CC=CC=2)[P](C2C=CC=CC=2)(C2C=CC=CC=2)C2C=CC=CC=2)(C2C=CC=CC=2)C2C=CC=CC=2)=CC=1. The product is [OH:31][CH2:32][C:33]1[CH:38]=[CH:37][C:36]([C:2]2[CH:3]=[C:4]3[C:8](=[C:9]([C:11]([NH2:13])=[O:12])[CH:10]=2)[NH:7][N:6]=[C:5]3[CH:14]2[CH2:15][CH2:16][N:17]([S:20]([CH2:23][CH2:24][CH2:25][N:26]3[CH2:27][CH2:28][CH2:29][CH2:30]3)(=[O:22])=[O:21])[CH2:18][CH2:19]2)=[CH:35][CH:34]=1. The yield is 0.290. (4) The reactants are C[O:2][C:3](=[O:27])[C:4]1[CH:9]=[CH:8][C:7]([C:10]2[N:14]([C:15]3[CH:20]=[CH:19][C:18]([O:21][CH3:22])=[CH:17][CH:16]=3)[C:13]3[CH:23]=[CH:24][CH:25]=[CH:26][C:12]=3[N:11]=2)=[CH:6][CH:5]=1.C1COCC1.CO.[OH-].[Na+]. No catalyst specified. The product is [CH3:22][O:21][C:18]1[CH:17]=[CH:16][C:15]([N:14]2[C:13]3[CH:23]=[CH:24][CH:25]=[CH:26][C:12]=3[N:11]=[C:10]2[C:7]2[CH:6]=[CH:5][C:4]([C:3]([OH:27])=[O:2])=[CH:9][CH:8]=2)=[CH:20][CH:19]=1. The yield is 0.800.